The task is: Predict the product of the given reaction.. This data is from Forward reaction prediction with 1.9M reactions from USPTO patents (1976-2016). (1) Given the reactants [Br:1][C:2]1[C:6]2[CH:7]=[N:8][CH:9]=[CH:10][C:5]=2[S:4][CH:3]=1.O1CCC[CH2:12]1.C(NC(C)C)(C)C.[Li].C1CCCCC1.CI, predict the reaction product. The product is: [Br:1][C:2]1[C:6]2[CH:7]=[N:8][CH:9]=[CH:10][C:5]=2[S:4][C:3]=1[CH3:12]. (2) Given the reactants [CH3:1][N:2](C)C(=O)C.Cl[C:8]1[CH:13]=[CH:12][C:11]([Cl:14])=[CH:10][N:9]=1, predict the reaction product. The product is: [Cl:14][C:11]1[CH:12]=[CH:13][C:8]([C:1]#[N:2])=[N:9][CH:10]=1. (3) Given the reactants [N+:1]([C:4]1[CH:5]=[C:6]([CH2:14]O)[CH:7]=[C:8]([C:10]([F:13])([F:12])[F:11])[CH:9]=1)([O-:3])=[O:2].C1C=CC(P(C2C=CC=CC=2)C2C=CC=CC=2)=CC=1.C(Br)(Br)(Br)[Br:36], predict the reaction product. The product is: [Br:36][CH2:14][C:6]1[CH:7]=[C:8]([C:10]([F:13])([F:12])[F:11])[CH:9]=[C:4]([N+:1]([O-:3])=[O:2])[CH:5]=1. (4) Given the reactants [CH3:1][C:2]1[C:3]([CH2:9][N:10]([CH2:17][C:18]2[C:23]([C:24]([C:27]3[CH:32]=[CH:31][C:30]([F:33])=[CH:29][CH:28]=3)([CH3:26])[CH3:25])=[CH:22][CH:21]=[CH:20][N:19]=2)[CH:11]2[CH2:16][CH2:15][NH:14][CH2:13][CH2:12]2)=[N:4][CH:5]=[C:6]([CH3:8])[CH:7]=1.[C:34](N1C=CN=C1)([N:36]1[CH:40]=[CH:39][N:38]=[CH:37]1)=[O:35].C(NC(C)C)(C)C.NO.Cl, predict the reaction product. The product is: [NH4+:4].[OH-:35].[CH3:1][C:2]1[C:3]([CH2:9][N:10]([CH2:17][C:18]2[C:23]([C:24]([C:27]3[CH:32]=[CH:31][C:30]([F:33])=[CH:29][CH:28]=3)([CH3:26])[CH3:25])=[CH:22][CH:21]=[CH:20][N:19]=2)[CH:11]2[CH2:12][CH2:13][N:14]([C:34]([N:36]3[CH:40]=[CH:39][N:38]=[CH:37]3)=[O:35])[CH2:15][CH2:16]2)=[N:4][CH:5]=[C:6]([CH3:8])[CH:7]=1. (5) Given the reactants [N:1]1[CH:6]=[CH:5][CH:4]=[CH:3][C:2]=1[C:7]1[CH:14]=[CH:13][C:10]([CH:11]=O)=[CH:9][CH:8]=1.N1(C2C=C[C:23]([CH:24]=[O:25])=CC=2)C=CC=N1, predict the reaction product. The product is: [N:1]1[CH:6]=[CH:5][CH:4]=[CH:3][C:2]=1[C:7]1[CH:14]=[CH:13][C:10](/[CH:11]=[CH:23]/[CH:24]=[O:25])=[CH:9][CH:8]=1. (6) Given the reactants [OH-].[Na+].[Br:3][C:4]1[N:5]=[C:6]([C:13]([C:15]2[CH:16]=[CH:17][C:18]([NH:25][C:26](=[O:38])[NH:27][CH2:28][CH2:29][O:30][C:31]3[CH:36]=[CH:35][C:34]([F:37])=[CH:33][CH:32]=3)=[C:19]([CH:24]=2)[C:20]([O:22]C)=O)=[O:14])[N:7]2[CH:12]=[CH:11][CH:10]=[CH:9][C:8]=12.Cl, predict the reaction product. The product is: [Br:3][C:4]1[N:5]=[C:6]([C:13]([C:15]2[CH:24]=[C:19]3[C:18](=[CH:17][CH:16]=2)[NH:25][C:26](=[O:38])[N:27]([CH2:28][CH2:29][O:30][C:31]2[CH:36]=[CH:35][C:34]([F:37])=[CH:33][CH:32]=2)[C:20]3=[O:22])=[O:14])[N:7]2[CH:12]=[CH:11][CH:10]=[CH:9][C:8]=12. (7) The product is: [F:41][C:34]1[CH:35]=[C:36]([F:40])[C:37]([F:39])=[CH:38][C:33]=1[NH:32][C:29]1[O:28][C:27]([C:25]2[NH:5][C:6]3[CH:7]=[C:8]([O:9][C@@H:10]4[CH2:15][CH2:14][C@H:13]([C:16]([O:18][CH2:19][CH3:20])=[O:17])[CH2:12][CH2:11]4)[CH:21]=[CH:22][C:23]=3[N:24]=2)=[N:31][N:30]=1. Given the reactants C(O)(=O)C.[NH2:5][C:6]1[CH:7]=[C:8]([CH:21]=[CH:22][C:23]=1[NH:24][C:25]([C:27]1[O:28][C:29]([NH:32][C:33]2[CH:38]=[C:37]([F:39])[C:36]([F:40])=[CH:35][C:34]=2[F:41])=[N:30][N:31]=1)=O)[O:9][C@@H:10]1[CH2:15][CH2:14][C@H:13]([C:16]([O:18][CH2:19][CH3:20])=[O:17])[CH2:12][CH2:11]1, predict the reaction product.